Dataset: Full USPTO retrosynthesis dataset with 1.9M reactions from patents (1976-2016). Task: Predict the reactants needed to synthesize the given product. (1) Given the product [C:30]([NH:33][NH:34][C:27](=[O:29])[CH2:26][C@H:15]1[N:14]([S:11]([C:9]2[CH:8]=[CH:7][CH:6]=[C:5]3[C:10]=2[N:1]=[CH:2][CH:3]=[CH:4]3)(=[O:13])=[O:12])[CH2:21][C:20]2[CH:22]=[CH:23][CH:24]=[CH:25][C:19]=2[CH2:18][O:17][CH2:16]1)(=[O:32])[CH3:31], predict the reactants needed to synthesize it. The reactants are: [N:1]1[C:10]2[C:5](=[CH:6][CH:7]=[CH:8][C:9]=2[S:11]([N:14]2[CH2:21][C:20]3[CH:22]=[CH:23][CH:24]=[CH:25][C:19]=3[CH2:18][O:17][CH2:16][C@H:15]2[CH2:26][C:27]([OH:29])=O)(=[O:13])=[O:12])[CH:4]=[CH:3][CH:2]=1.[C:30]([NH:33][NH2:34])(=[O:32])[CH3:31].C(N(CC)CC)C. (2) The reactants are: [C:1]([CH2:4][N:5]1[CH2:10]C(=O)N(CC(O)=O)[CH2:7][C:6]1=[O:16])([OH:3])=[O:2].C=O.[OH:19][PH:20]([OH:22])=[O:21].P(Cl)(Cl)Cl. Given the product [P:20]([CH2:10][N:5]([C:6](=[O:16])[CH3:7])[CH2:4][C:1]([OH:3])=[O:2])([OH:22])([OH:21])=[O:19], predict the reactants needed to synthesize it. (3) Given the product [Cl:44][C:43]1[CH:42]=[CH:41][CH:40]=[C:39]([Cl:45])[C:38]=1[C:31]1[C:30]([CH2:29][O:1][C:2]2[CH:3]=[C:4]3[C:9](=[CH:10][CH:11]=2)[CH:8]=[C:7]([C:12]2[CH:13]=[CH:14][C:15]([C:18]([O:20][CH3:21])=[O:19])=[N:16][CH:17]=2)[CH:6]=[CH:5]3)=[C:34]([CH:35]([CH3:37])[CH3:36])[O:33][N:32]=1, predict the reactants needed to synthesize it. The reactants are: [OH:1][C:2]1[CH:3]=[C:4]2[C:9](=[CH:10][CH:11]=1)[CH:8]=[C:7]([C:12]1[CH:13]=[CH:14][C:15]([C:18]([O:20][CH3:21])=[O:19])=[N:16][CH:17]=1)[CH:6]=[CH:5]2.C(=O)([O-])[O-].[Cs+].[Cs+].Cl[CH2:29][C:30]1[C:31]([C:38]2[C:43]([Cl:44])=[CH:42][CH:41]=[CH:40][C:39]=2[Cl:45])=[N:32][O:33][C:34]=1[CH:35]([CH3:37])[CH3:36].C(OCC)(=O)C. (4) Given the product [NH2:17][C:14]1[CH:15]=[CH:16][C:11]2[N:10]=[C:9]([C:21]3[CH:26]=[C:25]([CH3:27])[C:24](=[O:28])[N:23]([CH3:29])[CH:22]=3)[N:8]([CH2:1][C:2]3[CH:7]=[CH:6][CH:5]=[CH:4][CH:3]=3)[C:12]=2[CH:13]=1, predict the reactants needed to synthesize it. The reactants are: [CH2:1]([N:8]1[C:12]2[CH:13]=[C:14]([NH:17]C(=O)C)[CH:15]=[CH:16][C:11]=2[N:10]=[C:9]1[C:21]1[CH:26]=[C:25]([CH3:27])[C:24](=[O:28])[N:23]([CH3:29])[CH:22]=1)[C:2]1[CH:7]=[CH:6][CH:5]=[CH:4][CH:3]=1.Cl. (5) Given the product [ClH:18].[ClH:18].[Cl:18][C:19]1[CH:20]=[C:21]([N:26]([C:27]2[CH:32]=[CH:31][CH:30]=[CH:29][CH:28]=2)[CH:14]2[CH2:15][CH2:16][NH:12][CH2:13]2)[CH:22]=[CH:23][C:24]=1[Cl:25], predict the reactants needed to synthesize it. The reactants are: C(O)(=O)C.C(OC([N:12]1[CH2:16][CH2:15][C:14](=O)[CH2:13]1)=O)(C)(C)C.[Cl:18][C:19]1[CH:20]=[C:21]([NH:26][C:27]2[CH:32]=[CH:31][CH:30]=[CH:29][CH:28]=2)[CH:22]=[CH:23][C:24]=1[Cl:25].C(O[BH-](OC(=O)C)OC(=O)C)(=O)C.[Na+]. (6) Given the product [Cl:12][C:4]1[CH:3]=[C:2]([NH:19][C:18]2[CH:20]=[C:14]([Cl:13])[CH:15]=[CH:16][C:17]=2[CH3:21])[C:7]([C:8]([O:10][CH3:11])=[O:9])=[CH:6][N:5]=1, predict the reactants needed to synthesize it. The reactants are: Cl[C:2]1[C:7]([C:8]([O:10][CH3:11])=[O:9])=[CH:6][N:5]=[C:4]([Cl:12])[CH:3]=1.[Cl:13][C:14]1[CH:15]=[CH:16][C:17]([CH3:21])=[C:18]([CH:20]=1)[NH2:19]. (7) Given the product [C:1]([O:4][C@H:5]1[CH2:22][CH2:21][C@@:20]2([CH3:23])[C@@H:7]([CH2:8][CH2:9][C@:10]3([CH3:35])[C@@H:19]2[CH2:18][CH2:17][C@H:16]2[C@@:11]3([CH3:34])[CH2:12][CH2:13][C@@:14]3([CH2:31][CH2:32][NH:33][C:39]([O:41][C:42]([CH3:45])([CH3:44])[CH3:43])=[O:38])[CH2:26][C:25](=[O:27])[C:24]([CH:28]([CH3:30])[CH3:29])=[C:15]32)[C:6]1([CH3:36])[CH3:37])(=[O:3])[CH3:2], predict the reactants needed to synthesize it. The reactants are: [C:1]([O:4][C@H:5]1[CH2:22][CH2:21][C@@:20]2([CH3:23])[C@@H:7]([CH2:8][CH2:9][C@:10]3([CH3:35])[C@@H:19]2[CH2:18][CH2:17][C@H:16]2[C@@:11]3([CH3:34])[CH2:12][CH2:13][C@@:14]3([CH2:31][CH2:32][NH2:33])[CH2:26][C:25](=[O:27])[C:24]([CH:28]([CH3:30])[CH3:29])=[C:15]32)[C:6]1([CH3:37])[CH3:36])(=[O:3])[CH3:2].[O:38](C(OC(C)(C)C)=O)[C:39]([O:41][C:42]([CH3:45])([CH3:44])[CH3:43])=O.